From a dataset of Forward reaction prediction with 1.9M reactions from USPTO patents (1976-2016). Predict the product of the given reaction. (1) The product is: [CH2:1]([N:3]([CH2:35][CH3:36])[CH2:4]/[CH:5]=[CH:6]\[C:7]1[CH:12]=[C:11]([F:13])[CH:10]=[CH:9][C:8]=1[S:14]([NH:17][C:18]1[CH:19]=[CH:20][C:21]2[N:26]3[CH2:27][CH2:28][CH2:29][CH:25]3[CH2:24][C:22]=2[C:30]=1[C:31]([O:33][CH3:34])=[O:32])(=[O:16])=[O:15])[CH3:2]. Given the reactants [CH2:1]([N:3]([CH2:35][CH3:36])[CH2:4]/[CH:5]=[CH:6]\[C:7]1[CH:12]=[C:11]([F:13])[CH:10]=[CH:9][C:8]=1[S:14]([NH:17][C:18]1[C:30]([C:31]([O:33][CH3:34])=[O:32])=[C:22]2O[CH2:24][C@H:25]3[CH2:29][CH2:28][CH2:27][N:26]3[C:21]2=[CH:20][CH:19]=1)(=[O:16])=[O:15])[CH3:2].BrC1C=C(F)C=CC=1S(NC1C=CC2N3CCCC3CC=2C=1C(OC)=O)(=O)=O.C(N(CC)C/C=C\[Sn](CCCC)(CCCC)CCCC)C, predict the reaction product. (2) Given the reactants [N+:1]([C:4]1[CH:5]=[C:6]2[C:11](=[CH:12][CH:13]=1)[N:10]([CH2:14][CH2:15][CH2:16][N:17]1[CH2:22][CH2:21][O:20][CH2:19][CH2:18]1)[CH2:9][CH2:8][CH2:7]2)([O-])=O, predict the reaction product. The product is: [O:20]1[CH2:21][CH2:22][N:17]([CH2:16][CH2:15][CH2:14][N:10]2[C:11]3[C:6](=[CH:5][C:4]([NH2:1])=[CH:13][CH:12]=3)[CH2:7][CH2:8][CH2:9]2)[CH2:18][CH2:19]1. (3) Given the reactants [CH2:1]([O:3][C:4]([C:6]1[CH:7]=[N:8][C:9]2[C:14]([C:15]=1Cl)=[CH:13][C:12]([F:17])=[CH:11][C:10]=2[O:18][CH3:19])=[O:5])[CH3:2].[F:20][CH2:21][CH2:22][CH2:23][CH2:24][NH2:25], predict the reaction product. The product is: [CH2:1]([O:3][C:4]([C:6]1[CH:7]=[N:8][C:9]2[C:14]([C:15]=1[NH:25][CH2:24][CH2:23][CH2:22][CH2:21][F:20])=[CH:13][C:12]([F:17])=[CH:11][C:10]=2[O:18][CH3:19])=[O:5])[CH3:2].